Predict the reactants needed to synthesize the given product. From a dataset of Full USPTO retrosynthesis dataset with 1.9M reactions from patents (1976-2016). (1) Given the product [CH:18]1([CH2:17][CH:8]([C:5]2[CH:4]=[CH:3][C:2]([NH:1][S:41]([C:38]3[CH:37]=[CH:36][C:35]([N+:32]([O-:34])=[O:33])=[CH:40][CH:39]=3)(=[O:42])=[O:43])=[CH:7][CH:6]=2)[C:9]([NH:11][C:12]2[S:13][CH:14]=[CH:15][N:16]=2)=[O:10])[CH2:22][CH2:21][CH2:20][CH2:19]1, predict the reactants needed to synthesize it. The reactants are: [NH2:1][C:2]1[CH:7]=[CH:6][C:5]([CH:8]([CH2:17][CH:18]2[CH2:22][CH2:21][CH2:20][CH2:19]2)[C:9]([NH:11][C:12]2[S:13][CH:14]=[CH:15][N:16]=2)=[O:10])=[CH:4][CH:3]=1.C(N(CC)C(C)C)(C)C.[N+:32]([C:35]1[CH:40]=[CH:39][C:38]([S:41](Cl)(=[O:43])=[O:42])=[CH:37][CH:36]=1)([O-:34])=[O:33]. (2) The reactants are: [F:1][C:2]1[CH:9]=[CH:8][CH:7]=[C:6]([F:10])[C:3]=1[CH:4]=O.[NH2:11][C:12]1[CH:16]=[CH:15][NH:14][N:13]=1.O=[C:18]([CH2:25][CH2:26][CH3:27])[CH2:19][C:20]([O:22][CH2:23][CH3:24])=[O:21]. Given the product [F:1][C:2]1[CH:9]=[CH:8][CH:7]=[C:6]([F:10])[C:3]=1[CH:4]1[C:19]([C:20]([O:22][CH2:23][CH3:24])=[O:21])=[C:18]([CH2:25][CH2:26][CH3:27])[NH:11][C:12]2=[N:13][NH:14][CH:15]=[C:16]12, predict the reactants needed to synthesize it. (3) Given the product [CH2:1]([N:8]1[C:9](=[O:10])[CH:11]([OH:12])[CH:13]([C:14]2[CH:19]=[CH:18][C:17]([Cl:20])=[C:16]([Cl:21])[CH:15]=2)[O:24][CH2:23][CH2:22]1)[C:2]1[CH:7]=[CH:6][CH:5]=[CH:4][CH:3]=1, predict the reactants needed to synthesize it. The reactants are: [CH2:1]([N:8]([CH2:22][CH2:23][OH:24])[C:9]([CH:11]1[CH:13]([C:14]2[CH:19]=[CH:18][C:17]([Cl:20])=[C:16]([Cl:21])[CH:15]=2)[O:12]1)=[O:10])[C:2]1[CH:7]=[CH:6][CH:5]=[CH:4][CH:3]=1. (4) The reactants are: [O:1]1[C:5]2[CH:6]=[CH:7][CH:8]=[CH:9][C:4]=2[CH2:3][CH2:2]1.[C:10](OC(=O)C)(=[O:12])[CH3:11].O. Given the product [C:10]([C:8]1[CH:7]=[CH:6][C:5]2[O:1][CH2:2][CH2:3][C:4]=2[CH:9]=1)(=[O:12])[CH3:11], predict the reactants needed to synthesize it. (5) Given the product [CH3:17][C:14]([S:12]([NH:11][CH:9]([C:4]1[CH:5]=[CH:6][C:7]2[NH:8][C:23](=[O:24])[NH:1][C:2]=2[CH:3]=1)[CH3:10])=[O:13])([CH3:16])[CH3:15], predict the reactants needed to synthesize it. The reactants are: [NH2:1][C:2]1[CH:3]=[C:4]([CH:9]([NH:11][S:12]([C:14]([CH3:17])([CH3:16])[CH3:15])=[O:13])[CH3:10])[CH:5]=[CH:6][C:7]=1[NH2:8].C1N=CN([C:23](N2C=NC=C2)=[O:24])C=1.O.